This data is from Forward reaction prediction with 1.9M reactions from USPTO patents (1976-2016). The task is: Predict the product of the given reaction. Given the reactants S(=O)(=O)(O)O.[N+]([C:9]1[CH:10]=C(S(O)(=O)=O)C=C[CH:14]=1)([O-])=O.[Cl:19][C:20]1[CH:26]=[CH:25][C:23]([NH2:24])=[CH:22][C:21]=1[O:27][CH3:28].[OH-].[NH4+].Cl, predict the reaction product. The product is: [Cl:19][C:20]1[CH:26]=[C:25]2[C:23](=[CH:22][C:21]=1[O:27][CH3:28])[N:24]=[CH:10][CH:9]=[CH:14]2.